This data is from Full USPTO retrosynthesis dataset with 1.9M reactions from patents (1976-2016). The task is: Predict the reactants needed to synthesize the given product. Given the product [Br:1][C:2]1[CH:7]=[CH:6][CH:5]=[CH:4][C:3]=1[NH:8][C:9](=[O:10])[O:11][CH2:12][C@@H:13]1[CH2:17][CH2:16][NH:15][CH2:14]1, predict the reactants needed to synthesize it. The reactants are: [Br:1][C:2]1[CH:7]=[CH:6][CH:5]=[CH:4][C:3]=1[NH:8][C:9]([O:11][CH2:12][C@@H:13]1[CH2:17][CH2:16][N:15](C(OC(C)(C)C)=O)[CH2:14]1)=[O:10].FC(F)(F)C(O)=O.